The task is: Predict which catalyst facilitates the given reaction.. This data is from Catalyst prediction with 721,799 reactions and 888 catalyst types from USPTO. (1) Reactant: C(N(CC)CC)C.[NH:8]1[C:16]2[C:11](=[CH:12][CH:13]=[CH:14][C:15]=2[CH2:17][CH2:18][C:19]2[CH:28]=[CH:27][C:22]([C:23]([O:25][CH3:26])=[O:24])=[CH:21][CH:20]=2)[CH2:10][CH2:9]1.[CH3:29][O:30][C:31]1[CH:32]=[C:33]([CH:37]=[C:38]([O:40][CH3:41])[CH:39]=1)[C:34](Cl)=[O:35].Cl. Product: [CH3:41][O:40][C:38]1[CH:37]=[C:33]([CH:32]=[C:31]([O:30][CH3:29])[CH:39]=1)[C:34]([N:8]1[C:16]2[C:11](=[CH:12][CH:13]=[CH:14][C:15]=2[CH2:17][CH2:18][C:19]2[CH:28]=[CH:27][C:22]([C:23]([O:25][CH3:26])=[O:24])=[CH:21][CH:20]=2)[CH2:10][CH2:9]1)=[O:35]. The catalyst class is: 2. (2) Reactant: [C:1](OC(=O)C)(=[O:3])[CH3:2].[NH2:8][CH2:9][C@H:10]1[O:14][C:13](=[O:15])[N:12]([C:16]2[CH:17]=[C:18]3[C:22](=[C:23]([F:25])[CH:24]=2)[N:21]([CH2:26][CH2:27][CH3:28])[C:20](=[O:29])[CH2:19]3)[CH2:11]1.C(N(CC)C(C)C)(C)C. Product: [F:25][C:23]1[CH:24]=[C:16]([N:12]2[CH2:11][C@H:10]([CH2:9][NH:8][C:1](=[O:3])[CH3:2])[O:14][C:13]2=[O:15])[CH:17]=[C:18]2[C:22]=1[N:21]([CH2:26][CH2:27][CH3:28])[C:20](=[O:29])[CH2:19]2. The catalyst class is: 4. (3) Reactant: [O:1]=[C:2]1[C:10]2[C:5](=[CH:6][CH:7]=[CH:8][CH:9]=2)[C:4](=[O:11])[N:3]1[CH2:12][CH2:13][CH2:14][C:15]1[CH:16]=[C:17]([CH:20]=[CH:21][CH:22]=1)[CH:18]=O.[Br-].[CH2:24]([O:26][C:27]1[CH:52]=[CH:51][CH:50]=[C:49]([O:53][CH2:54][CH3:55])[C:28]=1[CH2:29][P+](C1C=CC=CC=1)(C1C=CC=CC=1)C1C=CC=CC=1)[CH3:25].CC(C)([O-])C.[K+]. Product: [CH2:54]([O:53][C:49]1[CH:50]=[CH:51][CH:52]=[C:27]([O:26][CH2:24][CH3:25])[C:28]=1/[CH:29]=[CH:18]/[C:17]1[CH:16]=[C:15]([CH2:14][CH2:13][CH2:12][N:3]2[C:4](=[O:11])[C:5]3[C:10](=[CH:9][CH:8]=[CH:7][CH:6]=3)[C:2]2=[O:1])[CH:22]=[CH:21][CH:20]=1)[CH3:55]. The catalyst class is: 1. (4) Reactant: [C:1]([O:5][C:6]([N:8]1[CH2:16][C:15]2[C:10](=[C:11]([O:23][CH2:24][CH2:25][C:26]3[N:27]=[C:28]([C:32]4[CH:37]=[CH:36][CH:35]=[CH:34][CH:33]=4)[O:29][C:30]=3[CH3:31])[CH:12]=[CH:13][C:14]=2[CH2:17][CH2:18][C:19]([O:21]C)=[O:20])[CH2:9]1)=[O:7])([CH3:4])([CH3:3])[CH3:2].[OH-].[Na+]. Product: [C:1]([O:5][C:6]([N:8]1[CH2:16][C:15]2[C:10](=[C:11]([O:23][CH2:24][CH2:25][C:26]3[N:27]=[C:28]([C:32]4[CH:33]=[CH:34][CH:35]=[CH:36][CH:37]=4)[O:29][C:30]=3[CH3:31])[CH:12]=[CH:13][C:14]=2[CH2:17][CH2:18][C:19]([OH:21])=[O:20])[CH2:9]1)=[O:7])([CH3:4])([CH3:2])[CH3:3]. The catalyst class is: 5.